From a dataset of Forward reaction prediction with 1.9M reactions from USPTO patents (1976-2016). Predict the product of the given reaction. The product is: [CH2:1]([O:8][CH2:9][C:10]1[CH:14]=[C:13]([C:16]([Cl:18])([Cl:19])[Cl:17])[N:12]([C:20]2[C:25]([Cl:26])=[CH:24][CH:23]=[CH:22][N:21]=2)[N:11]=1)[C:2]1[CH:7]=[CH:6][CH:5]=[CH:4][CH:3]=1. Given the reactants [CH2:1]([O:8][CH2:9][C:10]1[CH2:14][C:13]([C:16]([Cl:19])([Cl:18])[Cl:17])(O)[N:12]([C:20]2[C:25]([Cl:26])=[CH:24][CH:23]=[CH:22][N:21]=2)[N:11]=1)[C:2]1[CH:7]=[CH:6][CH:5]=[CH:4][CH:3]=1.FC(F)(F)C(OC(=O)C(F)(F)F)=O, predict the reaction product.